From a dataset of Forward reaction prediction with 1.9M reactions from USPTO patents (1976-2016). Predict the product of the given reaction. Given the reactants [Cl:1][C:2]1[N:10]=[C:9]2[C:5]([N:6]=[CH:7][N:8]2[CH:11]2[CH2:15][CH2:14][CH2:13][CH2:12]2)=[C:4]([NH:16][CH2:17][C:18]2[CH:23]=[CH:22][CH:21]=[CH:20][CH:19]=2)[N:3]=1.C([O:27][CH2:28][CH3:29])(=O)C, predict the reaction product. The product is: [ClH:1].[CH:11]1([N:8]2[CH:7]=[N:6][C:5]3[C:9]2=[N:10][C:2]([NH:8][C@H:11]2[CH2:15][CH2:29][C@H:28]([OH:27])[CH2:13][CH2:12]2)=[N:3][C:4]=3[NH:16][CH2:17][C:18]2[CH:23]=[CH:22][CH:21]=[CH:20][CH:19]=2)[CH2:15][CH2:14][CH2:13][CH2:12]1.